From a dataset of Catalyst prediction with 721,799 reactions and 888 catalyst types from USPTO. Predict which catalyst facilitates the given reaction. (1) Reactant: Cl[CH2:2][C:3]([C:5]1[CH:6]=[N:7][N:8]([C:10]2[CH:15]=[CH:14][C:13]([Cl:16])=[CH:12][CH:11]=2)[CH:9]=1)=[O:4].C(N(CC)CC)C.[NH:24]1[CH2:29][CH2:28][CH2:27][CH2:26][CH2:25]1. Product: [Cl:16][C:13]1[CH:14]=[CH:15][C:10]([N:8]2[CH:9]=[C:5]([C:3](=[O:4])[CH2:2][N:24]3[CH2:29][CH2:28][CH2:27][CH2:26][CH2:25]3)[CH:6]=[N:7]2)=[CH:11][CH:12]=1. The catalyst class is: 10. (2) Reactant: Cl[C:2]1[N:6]2[CH:7]=[C:8]([S:11]([C:14]3[CH:19]=[CH:18][CH:17]=[CH:16][CH:15]=3)(=[O:13])=[O:12])[CH:9]=[CH:10][C:5]2=[N:4][N:3]=1.[C:20]1([C@H:26]([NH2:28])[CH3:27])[CH:25]=[CH:24][CH:23]=[CH:22][CH:21]=1. Product: [C:20]1([C@H:26]([NH:28][C:2]2[N:6]3[CH:7]=[C:8]([S:11]([C:14]4[CH:19]=[CH:18][CH:17]=[CH:16][CH:15]=4)(=[O:13])=[O:12])[CH:9]=[CH:10][C:5]3=[N:4][N:3]=2)[CH3:27])[CH:25]=[CH:24][CH:23]=[CH:22][CH:21]=1. The catalyst class is: 6.